This data is from Catalyst prediction with 721,799 reactions and 888 catalyst types from USPTO. The task is: Predict which catalyst facilitates the given reaction. (1) Reactant: Cl.[Br:2][C:3]1[CH:4]=[C:5]([NH:11][C:12]2[CH:21]=[CH:20][C:19]3[CH2:18][NH:17][CH2:16][CH2:15][C:14]=3[N:13]=2)[C:6](=[O:10])[N:7]([CH3:9])[CH:8]=1.[O:22]1[CH2:25][C:24](=O)[CH2:23]1.[BH3-]C#N.[Na+].O. Product: [Br:2][C:3]1[CH:4]=[C:5]([NH:11][C:12]2[CH:21]=[CH:20][C:19]3[CH2:18][N:17]([CH:24]4[CH2:25][O:22][CH2:23]4)[CH2:16][CH2:15][C:14]=3[N:13]=2)[C:6](=[O:10])[N:7]([CH3:9])[CH:8]=1. The catalyst class is: 466. (2) Reactant: C([N:8]1[CH2:13][CH2:12][C:11]([CH2:15][CH2:16][N:17]([CH3:31])[C:18]2[CH:30]=[CH:29][C:21]([C:22]([O:24][C:25]([CH3:28])([CH3:27])[CH3:26])=[O:23])=[CH:20][CH:19]=2)([OH:14])[CH2:10][CH2:9]1)C1C=CC=CC=1. Product: [OH:14][C:11]1([CH2:15][CH2:16][N:17]([CH3:31])[C:18]2[CH:19]=[CH:20][C:21]([C:22]([O:24][C:25]([CH3:28])([CH3:26])[CH3:27])=[O:23])=[CH:29][CH:30]=2)[CH2:12][CH2:13][NH:8][CH2:9][CH2:10]1. The catalyst class is: 19. (3) Reactant: [CH3:1][O:2][CH2:3][CH2:4][O:5][C:6]1[CH:7]=[C:8]([NH2:22])[C:9](=[CH:15][C:16]=1[O:17][CH2:18][CH2:19][O:20][CH3:21])[C:10](OCC)=[O:11].[CH:23]([O-])([O-])OC.C([O-])(=O)C.[NH4+:32]. Product: [CH3:21][O:20][CH2:19][CH2:18][O:17][C:16]1[CH:15]=[C:9]2[C:8](=[CH:7][C:6]=1[O:5][CH2:4][CH2:3][O:2][CH3:1])[N:22]=[CH:23][NH:32][C:10]2=[O:11]. The catalyst class is: 5. (4) Reactant: [C:1]1([CH2:7][O:8][C:9]2[CH:10]=[C:11](N)[CH:12]=[N:13][CH:14]=2)[CH:6]=[CH:5][CH:4]=[CH:3][CH:2]=1.S(=O)(=O)(O)[OH:17].N([O-])=O.[Na+].[OH-].[Na+].[Na+].[Cl-]. Product: [C:1]1([CH2:7][O:8][C:9]2[CH:10]=[C:11]([OH:17])[CH:12]=[N:13][CH:14]=2)[CH:6]=[CH:5][CH:4]=[CH:3][CH:2]=1. The catalyst class is: 6. (5) Reactant: [NH:1]1[C:9]2[C:4](=[CH:5][CH:6]=[CH:7][CH:8]=2)[CH:3]=[C:2]1[C:10]([OH:12])=O.C(Cl)(=O)C([Cl:16])=O. Product: [NH:1]1[C:9]2[C:4](=[CH:5][CH:6]=[CH:7][CH:8]=2)[CH:3]=[C:2]1[C:10]([Cl:16])=[O:12]. The catalyst class is: 85. (6) Reactant: Br[C:2]1[C:3]2[CH2:11][N:10]([C:12]3[CH:17]=[CH:16][C:15]([Cl:18])=[CH:14][N:13]=3)[CH2:9][CH2:8][C:4]=2[N:5]=[CH:6][N:7]=1.[F:19][C:20]([F:31])([F:30])[C:21]1[N:26]=[CH:25][C:24]([C@H:27]([NH2:29])[CH3:28])=[CH:23][CH:22]=1.C(N(CC)C(C)C)(C)C. Product: [Cl:18][C:15]1[CH:16]=[CH:17][C:12]([N:10]2[CH2:9][CH2:8][C:4]3[N:5]=[CH:6][N:7]=[C:2]([NH:29][C@@H:27]([C:24]4[CH:25]=[N:26][C:21]([C:20]([F:31])([F:19])[F:30])=[CH:22][CH:23]=4)[CH3:28])[C:3]=3[CH2:11]2)=[N:13][CH:14]=1. The catalyst class is: 10.